This data is from Full USPTO retrosynthesis dataset with 1.9M reactions from patents (1976-2016). The task is: Predict the reactants needed to synthesize the given product. (1) Given the product [Cl:11][C:12]1[CH:28]=[C:27]([C:29]([F:32])([F:30])[F:31])[CH:26]=[CH:25][C:13]=1[CH2:14][N:15]1[C:19]([CH:20]=[O:21])=[CH:18][C:17]([CH:22]2[CH2:23][CH2:24]2)=[N:16]1, predict the reactants needed to synthesize it. The reactants are: C(Cl)(=O)C(Cl)=O.CS(C)=O.[Cl:11][C:12]1[CH:28]=[C:27]([C:29]([F:32])([F:31])[F:30])[CH:26]=[CH:25][C:13]=1[CH2:14][N:15]1[C:19]([CH2:20][OH:21])=[CH:18][C:17]([CH:22]2[CH2:24][CH2:23]2)=[N:16]1.C(N(CC)CC)C. (2) Given the product [S:17]1[CH:18]=[CH:19][N:20]=[C:16]1[NH:1][C:2]1[CH:3]=[CH:4][C:5]([C:6]([OH:8])=[O:7])=[CH:13][CH:14]=1, predict the reactants needed to synthesize it. The reactants are: [NH2:1][C:2]1[CH:14]=[CH:13][C:5]([C:6]([O:8]C(C)(C)C)=[O:7])=[CH:4][CH:3]=1.Br[C:16]1[S:17][CH:18]=[CH:19][N:20]=1.Cl.O1CCOCC1.